Task: Predict the reaction yield, written as a fraction of the theoretical maximum amount of product (1.0 means a 100% yield; for example, 0.34 means a 34% yield).. Dataset: Reaction yield outcomes from USPTO patents with 853,638 reactions The reactants are [C:1]([C:3]1[CH:8]=[CH:7][CH:6]=[CH:5][C:4]=1[C:9]1[N:14]=[CH:13][C:12]([CH2:15][CH:16]([C:22](=O)[CH2:23][CH2:24][CH3:25])[C:17]([O:19]CC)=O)=[CH:11][CH:10]=1)#[N:2].[Si:27]([O:34][CH:35]1[CH2:40][CH2:39][CH:38]([NH:41][C:42]2[NH:46][CH:45]=[N:44][N:43]=2)[CH2:37][CH2:36]1)([C:30]([CH3:33])([CH3:32])[CH3:31])([CH3:29])[CH3:28].C(N(CC)C1C=CC=CC=1)C. The catalyst is C(OCC)(=O)C. The product is [Si:27]([O:34][CH:35]1[CH2:40][CH2:39][CH:38]([N:41]2[C:17](=[O:19])[C:16]([CH2:15][C:12]3[CH:11]=[CH:10][C:9]([C:4]4[CH:5]=[CH:6][CH:7]=[CH:8][C:3]=4[C:1]#[N:2])=[N:14][CH:13]=3)=[C:22]([CH2:23][CH2:24][CH3:25])[N:43]3[N:44]=[CH:45][N:46]=[C:42]23)[CH2:37][CH2:36]1)([C:30]([CH3:33])([CH3:31])[CH3:32])([CH3:29])[CH3:28]. The yield is 0.210.